This data is from Full USPTO retrosynthesis dataset with 1.9M reactions from patents (1976-2016). The task is: Predict the reactants needed to synthesize the given product. (1) Given the product [C:5]([C:4]1[CH:7]=[C:8]([N:10]([CH2:11][C:12]2[CH:13]=[CH:14][C:15]([S:18]([CH3:21])(=[O:20])=[O:19])=[CH:16][CH:17]=2)[C:22](=[O:29])[C:23]2[CH:28]=[CH:27][CH:26]=[CH:25][CH:24]=2)[CH:9]=[C:2]([F:1])[CH:3]=1)#[N:6], predict the reactants needed to synthesize it. The reactants are: [F:1][C:2]1[CH:3]=[C:4]([CH:7]=[C:8]([NH:10][CH2:11][C:12]2[CH:17]=[CH:16][C:15]([S:18]([CH3:21])(=[O:20])=[O:19])=[CH:14][CH:13]=2)[CH:9]=1)[C:5]#[N:6].[C:22](Cl)(=[O:29])[C:23]1[CH:28]=[CH:27][CH:26]=[CH:25][CH:24]=1. (2) Given the product [CH2:22]([O:21][CH:5]([CH2:6][C:7]1[CH:8]=[CH:9][C:10]([OH:13])=[CH:11][CH:12]=1)[C:4]([O:3][CH2:1][CH3:2])=[O:24])[CH3:23], predict the reactants needed to synthesize it. The reactants are: [CH2:1]([O:3][C:4](=[O:24])[C:5]([O:21][CH2:22][CH3:23])=[CH:6][C:7]1[CH:12]=[CH:11][C:10]([O:13]CC2C=CC=CC=2)=[CH:9][CH:8]=1)[CH3:2]. (3) The reactants are: [NH2:1][C:2]1[CH:7]=[CH:6][C:5]([C:8]2[CH:9]([CH2:15][CH3:16])[CH2:10][C:11](=[O:14])[NH:12][N:13]=2)=[CH:4][C:3]=1[OH:17].[CH:18]([C:21]1[CH:29]=[CH:28][C:24]([C:25](Cl)=O)=[CH:23][CH:22]=1)([CH3:20])[CH3:19]. Given the product [CH2:15]([CH:9]1[C:8]([C:5]2[CH:6]=[CH:7][C:2]3[N:1]=[C:25]([C:24]4[CH:28]=[CH:29][C:21]([CH:18]([CH3:20])[CH3:19])=[CH:22][CH:23]=4)[O:17][C:3]=3[CH:4]=2)=[N:13][NH:12][C:11](=[O:14])[CH2:10]1)[CH3:16], predict the reactants needed to synthesize it.